From a dataset of Reaction yield outcomes from USPTO patents with 853,638 reactions. Predict the reaction yield, written as a fraction of the theoretical maximum amount of product (1.0 means a 100% yield; for example, 0.34 means a 34% yield). (1) The reactants are S1[CH:7]=[CH:6][CH:5]=[CH:4][CH:3]=[N:2]1.C[N+]1([O-])CCOCC1.[S:16](=[O:20])(=O)(O)[O-:17].[Na+].C(Cl)Cl. The catalyst is O.CC(C)=O.CC(O)(C)C.[Os](=O)(=O)(=O)=O. The product is [S:16]1(=[O:20])(=[O:17])[CH:7]=[CH:6][CH:5]=[CH:4][CH:3]=[N:2]1. The yield is 0.830. (2) The reactants are C([O:7][CH2:8][C:9]([F:15])([F:14])[S:10]([O-:13])(=[O:12])=[O:11])(=O)C(C)(C)C.[C:16]1([S+:22]([C:29]2[CH:34]=[CH:33][CH:32]=[CH:31][CH:30]=2)[C:23]2[CH:28]=[CH:27][CH:26]=[CH:25][CH:24]=2)[CH:21]=[CH:20][CH:19]=[CH:18][CH:17]=1.[OH-].[Na+].Cl. The catalyst is CO.O. The product is [F:14][C:9]([F:15])([S:10]([O-:13])(=[O:12])=[O:11])[CH2:8][OH:7].[C:29]1([S+:22]([C:16]2[CH:17]=[CH:18][CH:19]=[CH:20][CH:21]=2)[C:23]2[CH:28]=[CH:27][CH:26]=[CH:25][CH:24]=2)[CH:30]=[CH:31][CH:32]=[CH:33][CH:34]=1. The yield is 0.780. (3) The reactants are [C:1]([C:5]1[N:10]=[C:9]([NH:11][C:12]2[CH:17]=[C:16](Cl)[N:15]=[N:14][C:13]=2[C:19]([NH2:21])=[O:20])[CH:8]=[CH:7][N:6]=1)([CH3:4])([CH3:3])[CH3:2].CS(C)=O.[CH2:26]([NH2:29])[CH2:27][NH2:28]. The catalyst is CCO. The product is [NH2:28][CH2:27][CH2:26][NH:29][C:16]1[N:15]=[N:14][C:13]([C:19]([NH2:21])=[O:20])=[C:12]([NH:11][C:9]2[CH:8]=[CH:7][N:6]=[C:5]([C:1]([CH3:4])([CH3:3])[CH3:2])[N:10]=2)[CH:17]=1. The yield is 0.730. (4) The reactants are [Br:1][C:2]1[CH:3]=[CH:4][C:5]([Cl:10])=[C:6]([CH2:8][NH2:9])[CH:7]=1.C(N(CC)CC)C.Cl[C:19]([O:21][CH3:22])=[O:20]. The catalyst is C(Cl)Cl. The product is [Br:1][C:2]1[CH:3]=[CH:4][C:5]([Cl:10])=[C:6]([CH2:8][NH:9][C:19](=[O:20])[O:21][CH3:22])[CH:7]=1. The yield is 0.490.